Regression. Given two drug SMILES strings and cell line genomic features, predict the synergy score measuring deviation from expected non-interaction effect. From a dataset of NCI-60 drug combinations with 297,098 pairs across 59 cell lines. (1) Drug 1: C1=NC2=C(N1)C(=S)N=C(N2)N. Drug 2: C#CCC(CC1=CN=C2C(=N1)C(=NC(=N2)N)N)C3=CC=C(C=C3)C(=O)NC(CCC(=O)O)C(=O)O. Cell line: IGROV1. Synergy scores: CSS=19.0, Synergy_ZIP=1.04, Synergy_Bliss=1.92, Synergy_Loewe=1.79, Synergy_HSA=1.83. (2) Drug 1: CC1=C(C=C(C=C1)NC2=NC=CC(=N2)N(C)C3=CC4=NN(C(=C4C=C3)C)C)S(=O)(=O)N.Cl. Drug 2: C1=NC2=C(N1)C(=S)N=C(N2)N. Cell line: PC-3. Synergy scores: CSS=27.2, Synergy_ZIP=1.56, Synergy_Bliss=3.28, Synergy_Loewe=-12.0, Synergy_HSA=3.41. (3) Drug 1: CCC1(CC2CC(C3=C(CCN(C2)C1)C4=CC=CC=C4N3)(C5=C(C=C6C(=C5)C78CCN9C7C(C=CC9)(C(C(C8N6C)(C(=O)OC)O)OC(=O)C)CC)OC)C(=O)OC)O. Drug 2: C1=CC(=C(C=C1I)F)NC2=C(C=CC(=C2F)F)C(=O)NOCC(CO)O. Cell line: UACC62. Synergy scores: CSS=55.9, Synergy_ZIP=-3.67, Synergy_Bliss=-4.92, Synergy_Loewe=0.0767, Synergy_HSA=2.96. (4) Drug 1: CN1C(=O)N2C=NC(=C2N=N1)C(=O)N. Drug 2: N.N.Cl[Pt+2]Cl. Cell line: SR. Synergy scores: CSS=51.9, Synergy_ZIP=-0.216, Synergy_Bliss=-1.36, Synergy_Loewe=-5.26, Synergy_HSA=1.27. (5) Drug 1: C1CCN(CC1)CCOC2=CC=C(C=C2)C(=O)C3=C(SC4=C3C=CC(=C4)O)C5=CC=C(C=C5)O. Drug 2: CN1C2=C(C=C(C=C2)N(CCCl)CCCl)N=C1CCCC(=O)O.Cl. Cell line: HS 578T. Synergy scores: CSS=3.47, Synergy_ZIP=1.47, Synergy_Bliss=5.31, Synergy_Loewe=0.184, Synergy_HSA=0.838. (6) Drug 1: C1=CC=C(C(=C1)C(C2=CC=C(C=C2)Cl)C(Cl)Cl)Cl. Cell line: RXF 393. Synergy scores: CSS=2.60, Synergy_ZIP=-0.118, Synergy_Bliss=-1.05, Synergy_Loewe=1.56, Synergy_HSA=-1.03. Drug 2: C1CC(=O)NC(=O)C1N2C(=O)C3=CC=CC=C3C2=O.